The task is: Predict the product of the given reaction.. This data is from Forward reaction prediction with 1.9M reactions from USPTO patents (1976-2016). Given the reactants C(N(C(C)C)CC)(C)C.[C:10]([C:13]1[CH:14]=[C:15]([C:19]2[CH:24]=[C:23]([N:25]3[CH2:30][CH2:29][O:28][CH2:27][CH2:26]3)[N:22]=[C:21]([C:31]3[CH:36]=[CH:35][CH:34]=[C:33]([CH2:37][OH:38])[CH:32]=3)[N:20]=2)[CH:16]=[CH:17][CH:18]=1)([OH:12])=O.F[P-](F)(F)(F)(F)F.N1(OC(N(C)C)=[N+](C)C)C2C=CC=CC=2N=N1.C(OC([NH:70][CH2:71][CH:72]1[CH2:77][CH2:76][NH:75][CH2:74][CH2:73]1)=O)(C)(C)C, predict the reaction product. The product is: [NH2:70][CH2:71][CH:72]1[CH2:77][CH2:76][N:75]([C:10]([C:13]2[CH:14]=[C:15]([C:19]3[CH:24]=[C:23]([N:25]4[CH2:30][CH2:29][O:28][CH2:27][CH2:26]4)[N:22]=[C:21]([C:31]4[CH:36]=[CH:35][CH:34]=[C:33]([CH2:37][OH:38])[CH:32]=4)[N:20]=3)[CH:16]=[CH:17][CH:18]=2)=[O:12])[CH2:74][CH2:73]1.